Dataset: HIV replication inhibition screening data with 41,000+ compounds from the AIDS Antiviral Screen. Task: Binary Classification. Given a drug SMILES string, predict its activity (active/inactive) in a high-throughput screening assay against a specified biological target. (1) The drug is Cc1cc2c(=O)c3ccccc3oc2c(C(=O)O)c1C. The result is 0 (inactive). (2) The drug is CN(C)C=Nc1nc(O)c2c(ncn2CCOC(=O)c2ccccc2)n1. The result is 0 (inactive). (3) The drug is O=C(NC(O)C(Cl)(Cl)Cl)NC(O)C(Cl)(Cl)Cl. The result is 0 (inactive). (4) The drug is CC(O)CSP(=S)(Oc1ccccc1)Oc1ccccc1. The result is 0 (inactive). (5) The compound is Clc1ccc(CSc2cnnc3ccccc23)cc1. The result is 0 (inactive). (6) The drug is COC[n+]1cc2cc(OC)c(OC)cc2c2ccc3cc(OC)c(OC)cc3c21.[Cl-]. The result is 0 (inactive).